From a dataset of Catalyst prediction with 721,799 reactions and 888 catalyst types from USPTO. Predict which catalyst facilitates the given reaction. (1) Reactant: [F:1][C:2]1[CH:7]=[CH:6][C:5]([S:8]([C:11]2[CH:16]=[CH:15][C:14](/[CH:17]=[CH:18]/[C:19]3[CH:24]=[CH:23][C:22]([F:25])=[CH:21][CH:20]=3)=[CH:13][N:12]=2)(=[O:10])=[O:9])=[CH:4][CH:3]=1.C(O)(=O)C.[H][H]. Product: [F:25][C:22]1[CH:21]=[CH:20][C:19]([CH2:18][CH2:17][C:14]2[CH:15]=[CH:16][C:11]([S:8]([C:5]3[CH:4]=[CH:3][C:2]([F:1])=[CH:7][CH:6]=3)(=[O:10])=[O:9])=[N:12][CH:13]=2)=[CH:24][CH:23]=1. The catalyst class is: 78. (2) The catalyst class is: 74. Reactant: [CH2:1]([N:5]1[C:13]2[C:8](=[C:9]([O:15][C:16]([F:19])([F:18])[F:17])[CH:10]=[CH:11][C:12]=2[F:14])[C:7]([C:20](=[O:25])C(F)(F)F)=[CH:6]1)[CH2:2][CH2:3][CH3:4].C[OH:27]. Product: [CH2:1]([N:5]1[C:13]2[C:8](=[C:9]([O:15][C:16]([F:19])([F:17])[F:18])[CH:10]=[CH:11][C:12]=2[F:14])[C:7]([C:20]([OH:25])=[O:27])=[CH:6]1)[CH2:2][CH2:3][CH3:4]. (3) Reactant: [NH2:1][C:2]1[S:3][C:4]2[CH:12]([C:13]3[CH:18]=[CH:17][CH:16]=[CH:15][CH:14]=3)[CH2:11][CH2:10][CH2:9][C:5]=2[C:6]=1[C:7]#[N:8].C(N(C(C)C)CC)(C)C.[CH2:28]([CH:30]([CH2:34][CH3:35])[C:31](Cl)=[O:32])[CH3:29]. Product: [C:7]([C:6]1[C:5]2[CH2:9][CH2:10][CH2:11][CH:12]([C:13]3[CH:18]=[CH:17][CH:16]=[CH:15][CH:14]=3)[C:4]=2[S:3][C:2]=1[NH:1][C:31](=[O:32])[CH:30]([CH2:34][CH3:35])[CH2:28][CH3:29])#[N:8]. The catalyst class is: 793. (4) The catalyst class is: 2. Product: [S:1]([NH:11][C:12]1[N:17]2[C:18]3[N:24]=[CH:23][CH:22]=[CH:21][C:19]=3[CH:20]=[C:16]2[CH:15]=[CH:14][N:13]=1)([C:4]1[CH:10]=[CH:9][C:7]([CH3:8])=[CH:6][CH:5]=1)(=[O:2])=[O:3]. Reactant: [S:1]([NH:11][C:12]1[N:17]2[C:18]3[N:24]=[CH:23][CH:22]=[CH:21][C:19]=3[CH:20]=[C:16]2[C:15](O)=[CH:14][N:13]=1)([C:4]1[CH:10]=[CH:9][C:7]([CH3:8])=[CH:6][CH:5]=1)(=[O:3])=[O:2].CS(Cl)(=O)=O. (5) Reactant: [C:1]([C:3]1[CH:30]=[C:29]([F:31])[CH:28]=[CH:27][C:4]=1[CH2:5][O:6][C:7]1[N:8]=[C:9]([S:25][CH3:26])[N:10]([C:14]2[CH:15]=[C:16]([CH:21]=[CH:22][C:23]=2[CH3:24])[C:17]([O:19][CH3:20])=[O:18])[C:11](=[O:13])[CH:12]=1)#[N:2]. Product: [NH2:2][CH2:1][C:3]1[CH:30]=[C:29]([F:31])[CH:28]=[CH:27][C:4]=1[CH2:5][O:6][C:7]1[N:8]=[C:9]([S:25][CH3:26])[N:10]([C:14]2[CH:15]=[C:16]([CH:21]=[CH:22][C:23]=2[CH3:24])[C:17]([O:19][CH3:20])=[O:18])[C:11](=[O:13])[CH:12]=1. The catalyst class is: 1. (6) Reactant: [CH2:1]([C:3]([C:17]1[CH:22]=[CH:21][C:20]([OH:23])=[C:19]([CH3:24])[CH:18]=1)([C:6]1[O:7][C:8]2[CH:14]=[CH:13][C:12]([CH2:15][OH:16])=[CH:11][C:9]=2[CH:10]=1)[CH2:4][CH3:5])[CH3:2].Br[CH2:26][C:27](=[O:32])[C:28]([CH3:31])([CH3:30])[CH3:29].C([O-])([O-])=O.[K+].[K+]. Product: [CH2:1]([C:3]([C:17]1[CH:22]=[CH:21][C:20]([O:23][CH2:26][C:27](=[O:32])[C:28]([CH3:31])([CH3:30])[CH3:29])=[C:19]([CH3:24])[CH:18]=1)([C:6]1[O:7][C:8]2[CH:14]=[CH:13][C:12]([CH2:15][OH:16])=[CH:11][C:9]=2[CH:10]=1)[CH2:4][CH3:5])[CH3:2]. The catalyst class is: 21. (7) Reactant: C([O:3][C:4]([C:6]1[CH:7]=[C:8]2[C:13](=[CH:14][CH:15]=1)[NH:12][CH:11]([C:16]1[CH:21]=[CH:20][CH:19]=[C:18]([N:22]3[CH2:27][CH2:26][N:25]([CH3:28])[CH2:24][CH2:23]3)[CH:17]=1)[C:10]([CH3:30])([CH3:29])[CH2:9]2)=[O:5])C.[OH-].[Na+].Cl. Product: [CH3:29][C:10]1([CH3:30])[CH2:9][C:8]2[C:13](=[CH:14][CH:15]=[C:6]([C:4]([OH:5])=[O:3])[CH:7]=2)[NH:12][CH:11]1[C:16]1[CH:21]=[CH:20][CH:19]=[C:18]([N:22]2[CH2:23][CH2:24][N:25]([CH3:28])[CH2:26][CH2:27]2)[CH:17]=1. The catalyst class is: 364. (8) Reactant: CN1CCN(C)[C:4]2[CH:9]=NC=[CH:12][C:3]1=2.[C:13]([N:16]1[CH2:21][CH2:20][N:19]([C:22](=[O:24])[CH3:23])[C:18]2[CH:25]=[CH:26][N:27]=[CH:28][C:17]1=2)(=[O:15])[CH3:14]. Product: [C:13]([N:16]1[CH:21]2[CH:20]([CH2:12][CH2:3][CH2:4][CH2:9]2)[N:19]([C:22](=[O:24])[CH3:23])[C:18]2[CH:25]=[CH:26][N:27]=[CH:28][C:17]1=2)(=[O:15])[CH3:14]. The catalyst class is: 5.